Dataset: Full USPTO retrosynthesis dataset with 1.9M reactions from patents (1976-2016). Task: Predict the reactants needed to synthesize the given product. (1) Given the product [F:1][C:2]1[CH:7]=[CH:6][C:5]([O:8][CH3:9])=[CH:4][C:3]=1[C:10]1[CH:15]=[CH:14][C:13]([C:16]([O:18][CH2:19][CH:2]=[C:3]([CH3:10])[CH3:4])=[O:17])=[CH:12][C:11]=1[CH2:20][O:21][CH2:25][CH:26]=[C:27]([CH3:29])[CH3:28], predict the reactants needed to synthesize it. The reactants are: [F:1][C:2]1[CH:7]=[CH:6][C:5]([O:8][CH3:9])=[CH:4][C:3]=1[C:10]1[CH:15]=[CH:14][C:13]([C:16]([O:18][CH3:19])=[O:17])=[CH:12][C:11]=1[CH2:20][OH:21].[H-].[Na+].Br[CH2:25][CH:26]=[C:27]([CH3:29])[CH3:28]. (2) Given the product [Cl:9][C:10]1[C:11]([O:8][CH2:7][CH:1]2[CH2:6][CH2:5][CH:4]=[CH:3][CH2:2]2)=[CH:12][C:13]([F:19])=[C:14]([CH:18]=1)[C:15]([OH:17])=[O:16], predict the reactants needed to synthesize it. The reactants are: [CH:1]1([CH2:7][OH:8])[CH2:6][CH2:5][CH:4]=[CH:3][CH2:2]1.[Cl:9][C:10]1[C:11](F)=[CH:12][C:13]([F:19])=[C:14]([CH:18]=1)[C:15]([OH:17])=[O:16].CC(C)([O-])C.[K+]. (3) The reactants are: Cl[CH2:2][CH2:3][C:4]([NH:6][C:7]1[CH:12]=[CH:11][CH:10]=[CH:9][C:8]=1[F:13])=[O:5].[Cl-].[Cl-].[Cl-].[Al+3]. Given the product [F:13][C:8]1[CH:9]=[CH:10][CH:11]=[C:12]2[C:7]=1[NH:6][C:4](=[O:5])[CH2:3][CH2:2]2, predict the reactants needed to synthesize it. (4) Given the product [CH:1]([N:5]1[CH:9]=[C:8]([I:16])[C:7]([C:10]2[S:11][CH:12]=[C:13]([CH3:15])[CH:14]=2)=[N:6]1)([CH2:3][CH3:4])[CH3:2], predict the reactants needed to synthesize it. The reactants are: [CH:1]([N:5]1[CH:9]=[CH:8][C:7]([C:10]2[S:11][CH:12]=[C:13]([CH3:15])[CH:14]=2)=[N:6]1)([CH2:3][CH3:4])[CH3:2].[I:16]N1C(=O)CCC1=O.S([O-])([O-])(=O)=S.[Na+].[Na+].C(=O)([O-])[O-].[Na+].[Na+]. (5) Given the product [CH3:27][C:28]1([CH3:44])[C:32]([CH3:34])([CH3:33])[O:31][B:30]([C:7]2[CH2:8][N:9]([C:18]([O:20][C:21]([CH3:24])([CH3:23])[CH3:22])=[O:19])[CH2:10][CH2:11][C:12]=2[C:13]([O:15][CH2:16][CH3:17])=[O:14])[O:29]1, predict the reactants needed to synthesize it. The reactants are: FC(F)(F)S(O[C:7]1[CH2:8][N:9]([C:18]([O:20][C:21]([CH3:24])([CH3:23])[CH3:22])=[O:19])[CH2:10][CH2:11][C:12]=1[C:13]([O:15][CH2:16][CH3:17])=[O:14])(=O)=O.[CH3:27][C:28]1([CH3:44])[C:32]([CH3:34])([CH3:33])[O:31][B:30]([B:30]2[O:31][C:32]([CH3:34])([CH3:33])[C:28]([CH3:44])([CH3:27])[O:29]2)[O:29]1.C([O-])(=O)C.[K+]. (6) Given the product [O:1]1[C:6]2[CH:7]=[CH:8][C:9]([CH2:11][N:12]([CH3:28])[CH2:13][CH2:14][CH2:15][N:16]([C:18]3[S:22][N:21]=[C:20]([N:23]4[CH:27]=[CH:26][N:25]=[CH:24]4)[N:19]=3)[CH3:17])=[CH:10][C:5]=2[O:4][CH2:3][CH2:2]1, predict the reactants needed to synthesize it. The reactants are: [O:1]1[C:6]2[CH:7]=[CH:8][C:9]([CH2:11][NH:12][CH2:13][CH2:14][CH2:15][N:16]([C:18]3[S:22][N:21]=[C:20]([N:23]4[CH:27]=[CH:26][N:25]=[CH:24]4)[N:19]=3)[CH3:17])=[CH:10][C:5]=2[O:4][CH2:3][CH2:2]1.[CH2:28]=O. (7) Given the product [F:52][C:51]([F:54])([F:53])[C:36]1[CH:35]=[C:34]([CH:32]([OH:8])[CH3:33])[C:42]2[C:38](=[CH:39][N:40]([CH2:43][O:44][CH2:45][CH2:46][Si:47]([CH3:50])([CH3:49])[CH3:48])[N:41]=2)[CH:37]=1, predict the reactants needed to synthesize it. The reactants are: N1(C([O-])=[O:8])CCCCC1.OCC1(C2C=CC=CC=2)CCN(C(OC(C)(C)C)=O)CC1.Br[CH:32]([C:34]1[C:42]2[C:38](=[CH:39][N:40]([CH2:43][O:44][CH2:45][CH2:46][Si:47]([CH3:50])([CH3:49])[CH3:48])[N:41]=2)[CH:37]=[C:36]([C:51]([F:54])([F:53])[F:52])[CH:35]=1)[CH3:33].[H-].[Na+].